Dataset: Orexin1 receptor HTS with 218,158 compounds and 233 confirmed actives. Task: Binary Classification. Given a drug SMILES string, predict its activity (active/inactive) in a high-throughput screening assay against a specified biological target. (1) The compound is S(=O)(=O)(N)c1cc([N+]([O-])=O)c(N\N=C2\C(C3CCCCC3)CCCC2)cc1. The result is 0 (inactive). (2) The drug is O(c1ccc(C2n3[nH]c(nc3=NC(C2)c2ccc(OC)cc2)N)cc1)C. The result is 0 (inactive). (3) The compound is o1c2c(n(CCCOc3c(cccc3)C)c1=O)cc(cc2)C. The result is 0 (inactive). (4) The compound is Clc1c(CNC(=O)CCNC(=O)C2CCN(S(=O)(=O)c3ccc(F)cc3)CC2)cccc1. The result is 0 (inactive).